This data is from Peptide-MHC class I binding affinity with 185,985 pairs from IEDB/IMGT. The task is: Regression. Given a peptide amino acid sequence and an MHC pseudo amino acid sequence, predict their binding affinity value. This is MHC class I binding data. (1) The peptide sequence is QPFILYAHI. The MHC is HLA-B53:01 with pseudo-sequence HLA-B53:01. The binding affinity (normalized) is 0.204. (2) The binding affinity (normalized) is 0.0847. The peptide sequence is IILKALYML. The MHC is HLA-A03:01 with pseudo-sequence HLA-A03:01. (3) The peptide sequence is PVLMFLLFYV. The MHC is HLA-A02:01 with pseudo-sequence HLA-A02:01. The binding affinity (normalized) is 0.609. (4) The peptide sequence is LAKSVFNSL. The MHC is HLA-B58:01 with pseudo-sequence HLA-B58:01. The binding affinity (normalized) is 0.0847. (5) The peptide sequence is RTSKTSLER. The MHC is HLA-A02:02 with pseudo-sequence HLA-A02:02. The binding affinity (normalized) is 0. (6) The binding affinity (normalized) is 0.605. The peptide sequence is NELNYDNAGI. The MHC is HLA-B44:03 with pseudo-sequence HLA-B44:03. (7) The peptide sequence is FHRKKTDAL. The MHC is HLA-A23:01 with pseudo-sequence HLA-A23:01. The binding affinity (normalized) is 0.0847.